From a dataset of Reaction yield outcomes from USPTO patents with 853,638 reactions. Predict the reaction yield, written as a fraction of the theoretical maximum amount of product (1.0 means a 100% yield; for example, 0.34 means a 34% yield). (1) The reactants are [C:1]([O:4][CH2:5][C:6]1[CH:11]=[C:10]([OH:12])[CH:9]=[C:8]([CH3:13])[C:7]=1[C:14]1[CH:19]=[CH:18][CH:17]=[C:16]([CH2:20][OH:21])[CH:15]=1)(=[O:3])[CH3:2].CC1C=CC(S(O[CH2:33][CH2:34][CH2:35][S:36]([CH3:39])(=[O:38])=[O:37])(=O)=O)=CC=1.C(=O)([O-])[O-].[K+].[K+].O. The product is [C:1]([O:4][CH2:5][C:6]1[CH:11]=[C:10]([O:12][CH2:33][CH2:34][CH2:35][S:36]([CH3:39])(=[O:38])=[O:37])[CH:9]=[C:8]([CH3:13])[C:7]=1[C:14]1[CH:19]=[CH:18][CH:17]=[C:16]([CH2:20][OH:21])[CH:15]=1)(=[O:3])[CH3:2]. The catalyst is CN(C)C=O. The yield is 0.600. (2) The reactants are [Br:1][C:2]1[CH:3]=[C:4]([CH2:8][N:9]2C(=O)C3C(=CC=CC=3)C2=O)[CH:5]=[N:6][CH:7]=1.O.NN. The catalyst is CCO. The product is [Br:1][C:2]1[CH:3]=[C:4]([CH2:8][NH2:9])[CH:5]=[N:6][CH:7]=1. The yield is 0.977. (3) The reactants are I[CH2:2][C@@H:3]([CH3:18])[CH2:4][N:5]1[C:10]2[CH:11]=[C:12]([O:15][CH3:16])[CH:13]=[CH:14][C:9]=2[O:8][CH2:7][C:6]1=[O:17].[CH2:19]([CH:24]1[CH2:30][CH:29]2[NH:31][CH:26]([CH2:27][CH2:28]2)[CH2:25]1)[CH2:20][CH2:21][CH2:22][CH3:23]. The catalyst is CCCCCCC.CCOC(C)=O. The product is [CH3:16][O:15][C:12]1[CH:13]=[CH:14][C:9]2[O:8][CH2:7][C:6](=[O:17])[N:5]([CH2:4][C@H:3]([CH3:18])[CH2:2][N:31]3[CH:26]4[CH2:27][CH2:28][CH:29]3[CH2:30][CH:24]([CH2:19][CH2:20][CH2:21][CH2:22][CH3:23])[CH2:25]4)[C:10]=2[CH:11]=1. The yield is 0.390. (4) The reactants are [C:1]1([CH3:16])[CH:6]=[CH:5][C:4]([C:7]2[NH:11][N:10]=[C:9]([C:12]([O:14][CH3:15])=[O:13])[CH:8]=2)=[CH:3][CH:2]=1.[O:17]1[CH:22]=[CH:21][CH2:20][CH2:19][CH2:18]1. The catalyst is CC#N.FC(F)(F)C(O)=O. The product is [O:17]1[CH2:22][CH2:21][CH2:20][CH2:19][CH:18]1[N:11]1[C:7]([C:4]2[CH:3]=[CH:2][C:1]([CH3:16])=[CH:6][CH:5]=2)=[CH:8][C:9]([C:12]([O:14][CH3:15])=[O:13])=[N:10]1. The yield is 0.680. (5) The reactants are [S:1]1[CH:5]=[CH:4][N:3]=[C:2]1[C:6]1[CH2:10][C:9]2([CH2:15][CH2:14][NH:13][CH2:12][CH2:11]2)[O:8][N:7]=1.C(N(CC)CC)C.[C:23]([C:27]1[CH:32]=[CH:31][C:30]([N:33]=[C:34]=[O:35])=[CH:29][CH:28]=1)([CH3:26])([CH3:25])[CH3:24]. The catalyst is C1(C)C=CC=CC=1. The product is [C:23]([C:27]1[CH:32]=[CH:31][C:30]([NH:33][C:34]([N:13]2[CH2:14][CH2:15][C:9]3([O:8][N:7]=[C:6]([C:2]4[S:1][CH:5]=[CH:4][N:3]=4)[CH2:10]3)[CH2:11][CH2:12]2)=[O:35])=[CH:29][CH:28]=1)([CH3:26])([CH3:24])[CH3:25]. The yield is 0.520. (6) The reactants are Cl[C:2]1[C:10]([N+:11]([O-:13])=[O:12])=[CH:9][C:5]([C:6]([OH:8])=[O:7])=[CH:4][N:3]=1.[CH2:14]([O:16][C:17](=[O:25])[CH2:18]N1CCNCC1)[CH3:15].O.Cl. The catalyst is CN(C)C=O. The product is [CH2:14]([O:16][C:17]([CH2:18][CH:9]1[CH2:5][CH2:4][N:3]([C:2]2[C:10]([N+:11]([O-:13])=[O:12])=[CH:9][C:5]([C:6]([OH:8])=[O:7])=[CH:4][N:3]=2)[CH2:2][CH2:10]1)=[O:25])[CH3:15]. The yield is 0.811. (7) The reactants are [F:1][C:2]1[CH:3]=[C:4]2[C:8](=[CH:9][CH:10]=1)[NH:7][CH:6]=[CH:5]2.[H-].[Na+].[CH3:13][O:14][C:15]1[CH:20]=[CH:19][C:18]([S:21](Cl)(=[O:23])=[O:22])=[CH:17][C:16]=1[N:25]1[CH2:30][CH2:29][N:28]([C:31](=[O:36])[C:32]([Cl:35])([Cl:34])[Cl:33])[CH2:27][CH2:26]1. The catalyst is C1COCC1. The product is [Cl:35][C:32]([Cl:33])([Cl:34])[C:31]([N:28]1[CH2:29][CH2:30][N:25]([C:16]2[CH:17]=[C:18]([S:21]([N:7]3[C:8]4[C:4](=[CH:3][C:2]([F:1])=[CH:10][CH:9]=4)[CH:5]=[CH:6]3)(=[O:22])=[O:23])[CH:19]=[CH:20][C:15]=2[O:14][CH3:13])[CH2:26][CH2:27]1)=[O:36]. The yield is 0.670. (8) The reactants are F[C:2]1[CH:9]=[CH:8][C:5]([C:6]#[N:7])=[CH:4][C:3]=1[N+:10]([O-:12])=[O:11].[NH2:13][CH2:14][CH2:15][CH2:16][OH:17]. The catalyst is C1COCC1. The product is [OH:17][CH2:16][CH2:15][CH2:14][NH:13][C:2]1[CH:9]=[CH:8][C:5]([C:6]#[N:7])=[CH:4][C:3]=1[N+:10]([O-:12])=[O:11]. The yield is 0.990. (9) The reactants are [F:1][C:2]1[CH:3]=[CH:4][CH:5]=[C:6]2[C:11]=1[O:10][CH2:9][CH2:8][C@H:7]2[NH:12]C(=O)COC. The catalyst is Cl.CCO. The product is [F:1][C:2]1[CH:3]=[CH:4][CH:5]=[C:6]2[C:11]=1[O:10][CH2:9][CH2:8][C@H:7]2[NH2:12]. The yield is 0.870. (10) The reactants are [CH3:1][O:2][C:3]([C:5]1[S:9][C:8]2[CH:10]=[C:11](Cl)[CH:12]=[CH:13][C:7]=2[C:6]=1[O:15][CH2:16][C:17]([O:19][C:20]([CH3:23])([CH3:22])[CH3:21])=[O:18])=[O:4].[F-].[K+].[C:26]1(B(O)O)[CH:31]=[CH:30][CH:29]=[CH:28][CH:27]=1. The catalyst is C1C=CC(/C=C/C(/C=C/C2C=CC=CC=2)=O)=CC=1.C1C=CC(/C=C/C(/C=C/C2C=CC=CC=2)=O)=CC=1.C1C=CC(/C=C/C(/C=C/C2C=CC=CC=2)=O)=CC=1.[Pd].[Pd]. The product is [CH3:1][O:2][C:3]([C:5]1[S:9][C:8]2[CH:10]=[C:11]([C:26]3[CH:31]=[CH:30][CH:29]=[CH:28][CH:27]=3)[CH:12]=[CH:13][C:7]=2[C:6]=1[O:15][CH2:16][C:17]([O:19][C:20]([CH3:23])([CH3:22])[CH3:21])=[O:18])=[O:4]. The yield is 0.200.